Dataset: Full USPTO retrosynthesis dataset with 1.9M reactions from patents (1976-2016). Task: Predict the reactants needed to synthesize the given product. (1) The reactants are: [N:1]1([CH2:7][CH2:8][CH2:9][CH2:10][CH2:11][CH2:12][NH2:13])[CH2:6][CH2:5][CH2:4][CH2:3][CH2:2]1.[C:14]([C:16]1[C:24]2[C:19](=[CH:20][CH:21]=[C:22]([CH2:25][CH2:26][NH:27][C:28](=[O:42])[C:29]3[CH:34]=[CH:33][C:32]([C:35]4[CH:40]=[CH:39][N:38]=[C:37](Cl)[N:36]=4)=[CH:31][CH:30]=3)[CH:23]=2)[NH:18][CH:17]=1)#[N:15]. Given the product [C:14]([C:16]1[C:24]2[C:19](=[CH:20][CH:21]=[C:22]([CH2:25][CH2:26][NH:27][C:28](=[O:42])[C:29]3[CH:34]=[CH:33][C:32]([C:35]4[CH:40]=[CH:39][N:38]=[C:37]([NH:13][CH2:12][CH2:11][CH2:10][CH2:9][CH2:8][CH2:7][N:1]5[CH2:6][CH2:5][CH2:4][CH2:3][CH2:2]5)[N:36]=4)=[CH:31][CH:30]=3)[CH:23]=2)[NH:18][CH:17]=1)#[N:15], predict the reactants needed to synthesize it. (2) The reactants are: [C:1]1([CH:7]([C:14]2[C:22]3[C:17](=[CH:18][C:19]([O:23][CH2:24][CH2:25][CH2:26][NH:27][C:28]4[NH:29][CH:30]=[CH:31][N:32]=4)=[CH:20][CH:21]=3)[NH:16][CH:15]=2)[CH2:8][C:9]([O:11]CC)=[O:10])[CH:6]=[CH:5][CH:4]=[CH:3][CH:2]=1.Cl. Given the product [C:1]1([CH:7]([C:14]2[C:22]3[C:17](=[CH:18][C:19]([O:23][CH2:24][CH2:25][CH2:26][NH:27][C:28]4[NH:32][CH:31]=[CH:30][N:29]=4)=[CH:20][CH:21]=3)[NH:16][CH:15]=2)[CH2:8][C:9]([OH:11])=[O:10])[CH:6]=[CH:5][CH:4]=[CH:3][CH:2]=1, predict the reactants needed to synthesize it. (3) The reactants are: Br[C:2]1[CH:14]=[CH:13][C:5]([C:6]([O:8][C:9]([CH3:12])([CH3:11])[CH3:10])=[O:7])=[C:4]([NH:15][C:16]2[CH:21]=[CH:20][C:19]([F:22])=[CH:18][CH:17]=2)[CH:3]=1.[NH:23]1[C:31]2[C:26](=[CH:27][CH:28]=[CH:29][CH:30]=2)[CH2:25][CH2:24]1.C(=O)([O-])[O-].[Cs+].[Cs+].C1(P(C2CCCCC2)C2C=CC=CC=2C2C(C(C)C)=CC(C(C)C)=CC=2C(C)C)CCCCC1.C(O)(=O)CC(CC(O)=O)(C(O)=O)O. Given the product [F:22][C:19]1[CH:20]=[CH:21][C:16]([NH:15][C:4]2[CH:3]=[C:2]([N:23]3[C:31]4[C:26](=[CH:27][CH:28]=[CH:29][CH:30]=4)[CH2:25][CH2:24]3)[CH:14]=[CH:13][C:5]=2[C:6]([O:8][C:9]([CH3:12])([CH3:11])[CH3:10])=[O:7])=[CH:17][CH:18]=1, predict the reactants needed to synthesize it. (4) Given the product [CH2:38]([S:35]([N:32]1[CH2:31][CH2:30][CH:29]([C:20]2[C:19]3[C:23](=[C:24]([C:26]([NH2:28])=[O:27])[CH:25]=[C:17]([C:11]4[S:12][C:8]([CH2:7][NH:6][CH:2]([CH3:1])[CH2:3][O:4][CH3:5])=[CH:9][CH:10]=4)[CH:18]=3)[NH:22][CH:21]=2)[CH2:34][CH2:33]1)(=[O:37])=[O:36])[CH3:39], predict the reactants needed to synthesize it. The reactants are: [CH3:1][CH:2]([NH:6][CH2:7][C:8]1[S:12][C:11](B(O)O)=[CH:10][CH:9]=1)[CH2:3][O:4][CH3:5].Br[C:17]1[CH:18]=[C:19]2[C:23](=[C:24]([C:26]([NH2:28])=[O:27])[CH:25]=1)[NH:22][CH:21]=[C:20]2[CH:29]1[CH2:34][CH2:33][N:32]([S:35]([CH2:38][CH3:39])(=[O:37])=[O:36])[CH2:31][CH2:30]1.C(=O)([O-])[O-].[K+].[K+]. (5) Given the product [NH2:26][C:27]1[N:31]([C:32]2[CH:33]=[CH:34][C:35]([F:38])=[CH:36][CH:37]=2)[N:30]=[CH:29][C:28]=1[C:39]([NH:41][CH2:42][C:43]([CH2:49][NH:50][C:4]([C:3]1[C:7]([C:11]([F:14])([F:13])[F:12])=[CH:8][CH:9]=[CH:10][C:2]=1[Cl:1])=[O:6])([OH:48])[C:44]([F:47])([F:46])[F:45])=[O:40], predict the reactants needed to synthesize it. The reactants are: [Cl:1][C:2]1[CH:10]=[CH:9][CH:8]=[C:7]([C:11]([F:14])([F:13])[F:12])[C:3]=1[C:4]([OH:6])=O.CN(C)C=O.C(Cl)(=O)C(Cl)=O.[NH2:26][C:27]1[N:31]([C:32]2[CH:37]=[CH:36][C:35]([F:38])=[CH:34][CH:33]=2)[N:30]=[CH:29][C:28]=1[C:39]([NH:41][CH2:42][C:43]([CH2:49][NH2:50])([OH:48])[C:44]([F:47])([F:46])[F:45])=[O:40]. (6) Given the product [OH:12][C:8]1[C:7]([OH:16])=[CH:6][C:3]([C:4]#[N:5])=[C:2]([O:20][C:21]2[CH:22]=[C:23]3[C:27](=[CH:28][CH:29]=2)[C:26](=[O:30])[CH2:25][CH2:24]3)[C:9]=1[C:10]#[N:11], predict the reactants needed to synthesize it. The reactants are: Br[C:2]1[C:9]([C:10]#[N:11])=[C:8]([O:12]C(C)C)[C:7]([O:16]C(C)C)=[CH:6][C:3]=1[C:4]#[N:5].[OH:20][C:21]1[CH:22]=[C:23]2[C:27](=[CH:28][CH:29]=1)[C:26](=[O:30])[CH2:25][CH2:24]2. (7) The reactants are: [CH:1]12[O:6][CH:2]1[CH2:3][CH2:4][CH2:5]2.[N-:7]=[N+:8]=[N-:9].[Na+].[NH4+].[Cl-]. Given the product [N:7]([C@@H:1]1[CH2:5][CH2:4][CH2:3][C@H:2]1[OH:6])=[N+:8]=[N-:9], predict the reactants needed to synthesize it.